This data is from Reaction yield outcomes from USPTO patents with 853,638 reactions. The task is: Predict the reaction yield, written as a fraction of the theoretical maximum amount of product (1.0 means a 100% yield; for example, 0.34 means a 34% yield). (1) The reactants are C([O:4][CH2:5][C:6]1[CH:11]=[C:10]([O:12][CH2:13][CH2:14][CH2:15][S:16]([CH3:19])(=[O:18])=[O:17])[CH:9]=[C:8]([CH3:20])[C:7]=1[C:21]1[CH:26]=[CH:25][CH:24]=[C:23]([CH2:27][O:28][C:29]2[CH:42]=[CH:41][C:32]3[C@H:33]([CH2:36][C:37]([O:39]C)=[O:38])[CH2:34][O:35][C:31]=3[CH:30]=2)[CH:22]=1)(=O)C.CO.[OH-].[Na+].Cl. The catalyst is O.O1CCCC1. The product is [OH:4][CH2:5][C:6]1[CH:11]=[C:10]([O:12][CH2:13][CH2:14][CH2:15][S:16]([CH3:19])(=[O:18])=[O:17])[CH:9]=[C:8]([CH3:20])[C:7]=1[C:21]1[CH:26]=[CH:25][CH:24]=[C:23]([CH2:27][O:28][C:29]2[CH:42]=[CH:41][C:32]3[C@H:33]([CH2:36][C:37]([OH:39])=[O:38])[CH2:34][O:35][C:31]=3[CH:30]=2)[CH:22]=1. The yield is 0.510. (2) The reactants are [S:1]1[C:5]2[CH:6]=[CH:7][CH:8]=[CH:9][C:4]=2[N:3]=[C:2]1[NH:10][NH2:11].C([O:14][C:15](=O)[CH2:16][C:17]([C:19]1[CH:24]=[CH:23][CH:22]=[C:21]([Br:25])[CH:20]=1)=O)C.O. The catalyst is CCO. The product is [S:1]1[C:5]2[CH:6]=[CH:7][CH:8]=[CH:9][C:4]=2[N:3]=[C:2]1[N:10]1[C:15](=[O:14])[CH:16]=[C:17]([C:19]2[CH:24]=[CH:23][CH:22]=[C:21]([Br:25])[CH:20]=2)[NH:11]1. The yield is 0.900. (3) The catalyst is C(Cl)(Cl)Cl. The product is [Cl:1][C:2]1[CH:7]=[CH:6][N:5]=[C:4]2[CH:8]=[C:9]([C:11]3[O:13][N:14]=[C:15]([CH3:16])[N:17]=3)[S:10][C:3]=12. The yield is 0.430. The reactants are [Cl:1][C:2]1[CH:7]=[CH:6][N:5]=[C:4]2[CH:8]=[C:9]([C:11]([O:13]/[N:14]=[C:15](\[NH2:17])/[CH3:16])=O)[S:10][C:3]=12.C1(C)C=CC=CC=1.ClC1C=CN=C2C=C(C(O)=O)SC=12. (4) The reactants are Cl[C:2]1[N:7]=[C:6]([C:8]2[CH:9]=[N:10][N:11]([CH2:13][O:14][CH2:15][CH2:16][Si:17]([CH3:20])([CH3:19])[CH3:18])[CH:12]=2)[N:5]=[C:4]([NH2:21])[CH:3]=1.[CH3:22][N:23]1[CH:27]=[C:26](B2OC(C)(C)C(C)(C)O2)[CH:25]=[N:24]1.[O-]P([O-])([O-])=O.[K+].[K+].[K+]. The catalyst is O1CCOCC1.O.C1C=CC([P]([Pd]([P](C2C=CC=CC=2)(C2C=CC=CC=2)C2C=CC=CC=2)([P](C2C=CC=CC=2)(C2C=CC=CC=2)C2C=CC=CC=2)[P](C2C=CC=CC=2)(C2C=CC=CC=2)C2C=CC=CC=2)(C2C=CC=CC=2)C2C=CC=CC=2)=CC=1. The product is [CH3:22][N:23]1[CH:27]=[C:26]([C:2]2[N:7]=[C:6]([C:8]3[CH:9]=[N:10][N:11]([CH2:13][O:14][CH2:15][CH2:16][Si:17]([CH3:20])([CH3:19])[CH3:18])[CH:12]=3)[N:5]=[C:4]([NH2:21])[CH:3]=2)[CH:25]=[N:24]1. The yield is 0.547. (5) The reactants are [N:1]([C:4]1[CH:14]=[CH:13][C:7]([C:8]([O:10][CH2:11][CH3:12])=[O:9])=[CH:6][CH:5]=1)=[C:2]=[O:3].[Cl:15][C:16]1[CH:22]=[CH:21][C:19]([NH2:20])=[CH:18][C:17]=1[C:23]([F:26])([F:25])[F:24]. The catalyst is C(Cl)Cl. The product is [Cl:15][C:16]1[CH:22]=[CH:21][C:19]([NH:20][C:2]([NH:1][C:4]2[CH:14]=[CH:13][C:7]([C:8]([O:10][CH2:11][CH3:12])=[O:9])=[CH:6][CH:5]=2)=[O:3])=[CH:18][C:17]=1[C:23]([F:24])([F:25])[F:26]. The yield is 0.970. (6) The product is [CH:14](=[N:1][C@@H:2]([CH:3]([CH3:5])[CH3:4])[CH2:6][OH:7])[C:15]1[CH:20]=[CH:19][CH:18]=[CH:17][CH:16]=1. The catalyst is ClCCl. The reactants are [NH2:1][C@H:2]([CH2:6][OH:7])[CH:3]([CH3:5])[CH3:4].S([O-])([O-])(=O)=O.[Mg+2].[CH:14](=O)[C:15]1[CH:20]=[CH:19][CH:18]=[CH:17][CH:16]=1. The yield is 0.870.